This data is from Full USPTO retrosynthesis dataset with 1.9M reactions from patents (1976-2016). The task is: Predict the reactants needed to synthesize the given product. (1) Given the product [N:1]1[CH:6]=[CH:5][CH:4]=[C:3]([O:7][CH2:8][CH2:9][CH2:10][N:11]2[C:15](=[O:16])[CH:14]=[CH:13][C:12]2=[O:17])[CH:2]=1, predict the reactants needed to synthesize it. The reactants are: [N:1]1[CH:6]=[CH:5][CH:4]=[C:3]([O:7][CH2:8][CH2:9][CH2:10][NH2:11])[CH:2]=1.[C:12]1(=O)[O:17][C:15](=[O:16])[CH:14]=[CH:13]1.O.C1(C)C=CC(S(O)(=O)=O)=CC=1. (2) The reactants are: [NH2:1][C:2]1[C:7]([CH3:8])=[CH:6][C:5]([OH:9])=[C:4]([CH3:10])[CH:3]=1.[C:11](O[C:11]([O:13][C:14]([CH3:17])([CH3:16])[CH3:15])=[O:12])([O:13][C:14]([CH3:17])([CH3:16])[CH3:15])=[O:12]. Given the product [OH:9][C:5]1[C:4]([CH3:10])=[CH:3][C:2]([NH:1][C:11](=[O:12])[O:13][C:14]([CH3:17])([CH3:16])[CH3:15])=[C:7]([CH3:8])[CH:6]=1, predict the reactants needed to synthesize it. (3) The reactants are: O.[Cl-].[NH4+].[CH2:4]([N:6]1[CH:10]=[C:9]([CH2:11][N:12]([C:28]2[CH:33]=[CH:32][C:31]([CH:34]([CH3:36])[CH3:35])=[CH:30][CH:29]=2)[C:13]([CH:15]2[C:24]3[C:19](=[C:20]([N+:25]([O-])=O)[CH:21]=[CH:22][CH:23]=3)[O:18][CH2:17][CH2:16]2)=[O:14])[CH:8]=[N:7]1)[CH3:5]. Given the product [NH2:25][C:20]1[CH:21]=[CH:22][CH:23]=[C:24]2[C:19]=1[O:18][CH2:17][CH2:16][CH:15]2[C:13]([N:12]([CH2:11][C:9]1[CH:8]=[N:7][N:6]([CH2:4][CH3:5])[CH:10]=1)[C:28]1[CH:33]=[CH:32][C:31]([CH:34]([CH3:36])[CH3:35])=[CH:30][CH:29]=1)=[O:14], predict the reactants needed to synthesize it. (4) Given the product [CH3:1][O:2][C:3]1[CH:4]=[C:5]2[C:10](=[CH:11][C:12]=1[O:13][CH3:14])[N:9]=[CH:8][CH:7]=[C:6]2[O:15][C:16]1[CH:22]=[CH:21][C:19]([NH:20][C:29](=[O:35])[O:30][C:31]2[C:39]([O:38][CH3:37])=[CH:44][CH:43]=[CH:42][C:41]=2[O:45][CH3:46])=[C:18]([CH3:23])[C:17]=1[CH3:24], predict the reactants needed to synthesize it. The reactants are: [CH3:1][O:2][C:3]1[CH:4]=[C:5]2[C:10](=[CH:11][C:12]=1[O:13][CH3:14])[N:9]=[CH:8][CH:7]=[C:6]2[O:15][C:16]1[CH:22]=[CH:21][C:19]([NH2:20])=[C:18]([CH3:23])[C:17]=1[CH3:24].ClC(Cl)(O[C:29](=[O:35])[O:30][C:31](Cl)(Cl)Cl)Cl.[CH3:37][O:38][C:39]1[CH:44]=[CH:43][CH:42]=[C:41]([O:45][CH3:46])C=1O.C(=O)(O)[O-].[Na+].